From a dataset of Forward reaction prediction with 1.9M reactions from USPTO patents (1976-2016). Predict the product of the given reaction. (1) Given the reactants [F:1][C:2]1[CH:3]=[C:4]([CH:6]=[C:7]([F:9])[CH:8]=1)[NH2:5].[Cl:10][C:11]1[CH:16]=[CH:15][C:14]([C:17]2[C:18](=[O:31])[N:19]([CH2:27][C:28](Cl)=[O:29])[C:20]3([CH2:26][CH2:25][CH2:24][CH2:23][CH2:22]3)[N:21]=2)=[CH:13][CH:12]=1.C(N(CC)CC)C.C(=O)([O-])O.[Na+], predict the reaction product. The product is: [Cl:10][C:11]1[CH:12]=[CH:13][C:14]([C:17]2[C:18](=[O:31])[N:19]([CH2:27][C:28]([NH:5][C:4]3[CH:3]=[C:2]([F:1])[CH:8]=[C:7]([F:9])[CH:6]=3)=[O:29])[C:20]3([CH2:26][CH2:25][CH2:24][CH2:23][CH2:22]3)[N:21]=2)=[CH:15][CH:16]=1. (2) The product is: [C:8]([O:12][C:13]([NH:15][C:16]1[CH:17]=[C:18]2[C:23](=[CH:24][CH:25]=1)[O:22][CH:21]([CH2:32][C:27]([O:29][CH2:30][CH3:31])=[O:28])[CH2:20][CH2:19]2)=[O:14])([CH3:11])([CH3:10])[CH3:9]. Given the reactants C1(C)C=CC=CC=1.[C:8]([O:12][C:13]([NH:15][C:16]1[CH:17]=[C:18]2[C:23](=[CH:24][CH:25]=1)[O:22][CH:21](O)[CH2:20][CH2:19]2)=[O:14])([CH3:11])([CH3:10])[CH3:9].[C:27]([CH:32]=P(C1C=CC=CC=1)(C1C=CC=CC=1)C1C=CC=CC=1)([O:29][CH2:30][CH3:31])=[O:28].[O-]CC.[Na+], predict the reaction product.